Dataset: CYP3A4 inhibition data for predicting drug metabolism from PubChem BioAssay. Task: Regression/Classification. Given a drug SMILES string, predict its absorption, distribution, metabolism, or excretion properties. Task type varies by dataset: regression for continuous measurements (e.g., permeability, clearance, half-life) or binary classification for categorical outcomes (e.g., BBB penetration, CYP inhibition). Dataset: cyp3a4_veith. (1) The molecule is COC(=O)C(NNc1ccccc1)(NC(=O)c1ccccc1F)C(F)(F)F. The result is 1 (inhibitor). (2) The molecule is O=C(c1ccccc1)c1ccc2nc(-c3ccc(NC(=O)c4ccccc4F)cc3)[nH]c2c1. The result is 0 (non-inhibitor). (3) The result is 1 (inhibitor). The compound is COc1ccccc1CCn1c(=O)c(-c2ccc(Cl)cc2)nc2cncnc21. (4) The compound is O=C(O)/C(Cc1cn[nH]n1)=N\O. The result is 0 (non-inhibitor). (5) The molecule is O=C(NC(N1CCCC1)C(Cl)(Cl)Cl)c1ccccc1. The result is 0 (non-inhibitor).